Dataset: Experimentally validated miRNA-target interactions with 360,000+ pairs, plus equal number of negative samples. Task: Binary Classification. Given a miRNA mature sequence and a target amino acid sequence, predict their likelihood of interaction. (1) The miRNA is hsa-miR-383-3p with sequence ACAGCACUGCCUGGUCAGA. The protein sequence of the target gene is MAKRVAEKELTDRNWDEEDEVEEMGTFSVASEEVMKNRAVKKAKRRNVGFESDSGGAFKGFKGLVVPSGGGGFSGFGGSGGKPLEGLTNGNSTDNATPFSNVKTAAEPKAAFGSFAVNGPTTLVDKKISSPKCNNSNQPPSSGPASSTACPGNAYHKQLAGLNCSVRDWIVKHVNTNPLCDLTPIFKDYERYLATIEKQLENGGGSSSESQTDRATAGMEPPSLFGSTKLQQESPFSFHGNKAEDTSEKVEFTAEKKSDAAQGATSASFSFGKKIESSALGSLSSGSLTGFSFSAGSSSL.... Result: 0 (no interaction). (2) The miRNA is hsa-miR-604 with sequence AGGCUGCGGAAUUCAGGAC. The protein sequence of the target gene is MESLLLPVLLLLAILWTQAAALINLKYSVEEEQRAGTVIANVAKDAREAGFALDPRQASAFRVVSNSAPHLVDINPSSGLLVTKQKIDRDLLCRQSPKCIISLEVMSSSMEICVIKVEIKDLNDNAPSFPAAQIELEISEAASPGTRIPLDSAYDPDSGSFGVQTYELTPNELFGLEIKTRGDGSRFAELVVEKSLDRETQSHYSFRITALDGGDPPRLGTVGLSIKVTDSNDNNPVFSESTYAVSVPENSPPNTPVIRLNASDPDEGTNGQVVYSFYGYVNDRTRELFQIDPHSGLVTV.... Result: 0 (no interaction).